Dataset: Full USPTO retrosynthesis dataset with 1.9M reactions from patents (1976-2016). Task: Predict the reactants needed to synthesize the given product. (1) Given the product [CH3:27][C:28]1([CH3:40])[O:32][C@H:31]([CH2:33][N:34]2[CH:38]=[CH:37][C:36]([NH:39][C:13](=[O:14])[CH:12]([N:8]3[C:9](=[O:11])[CH:10]=[C:5]([O:4][C:3]4[C:2]([F:1])=[CH:25][CH:24]=[CH:23][C:22]=4[F:26])[CH:6]=[N:7]3)[CH2:16][CH:17]([CH2:20][CH3:21])[CH2:18][CH3:19])=[N:35]2)[CH2:30][O:29]1, predict the reactants needed to synthesize it. The reactants are: [F:1][C:2]1[CH:25]=[CH:24][CH:23]=[C:22]([F:26])[C:3]=1[O:4][C:5]1[CH:6]=[N:7][N:8]([CH:12]([CH2:16][CH:17]([CH2:20][CH3:21])[CH2:18][CH3:19])[C:13](O)=[O:14])[C:9](=[O:11])[CH:10]=1.[CH3:27][C:28]1([CH3:40])[O:32][C@H:31]([CH2:33][N:34]2[CH:38]=[CH:37][C:36]([NH2:39])=[N:35]2)[CH2:30][O:29]1. (2) Given the product [CH2:1]([O:3][C:4]1[CH:12]=[C:11]2[C:7]([CH:8]=[CH:9][NH:10]2)=[CH:6][C:5]=1[O:13][C:14]1[CH:19]=[CH:18][N:17]=[C:16]([NH2:20])[CH:15]=1)[CH3:2], predict the reactants needed to synthesize it. The reactants are: [CH2:1]([O:3][C:4]1[CH:12]=[C:11]2[C:7]([CH:8]=[CH:9][NH:10]2)=[CH:6][C:5]=1[O:13][C:14]1[CH:19]=[CH:18][N:17]=[C:16]([NH:20]C(=O)C)[CH:15]=1)[CH3:2].[OH-].[Na+].O.C(OCC)(=O)C.